From a dataset of Forward reaction prediction with 1.9M reactions from USPTO patents (1976-2016). Predict the product of the given reaction. (1) Given the reactants [Cl:1][C:2]1[CH:21]=[C:20]([Cl:22])[CH:19]=[CH:18][C:3]=1[CH2:4][N:5]1[C:9]([CH2:10][CH2:11][CH2:12][OH:13])=[CH:8][C:7]([O:14][CH2:15][O:16][CH3:17])=[N:6]1.O[C:24]1[C:29]([CH2:30][C:31]([O:33]C)=[O:32])=[CH:28][CH:27]=[CH:26][N:25]=1.C(P(CCCC)CCCC)CCC.N(C(N1CCCCC1)=O)=NC(N1CCCCC1)=O.O1CCCC1CO.[OH-].[Na+].Cl, predict the reaction product. The product is: [Cl:1][C:2]1[CH:21]=[C:20]([Cl:22])[CH:19]=[CH:18][C:3]=1[CH2:4][N:5]1[C:9]([CH2:10][CH2:11][CH2:12][O:13][C:24]2[C:29]([CH2:30][C:31]([OH:33])=[O:32])=[CH:28][CH:27]=[CH:26][N:25]=2)=[CH:8][C:7]([O:14][CH2:15][O:16][CH3:17])=[N:6]1. (2) Given the reactants B.CSC.[F:5][C:6]([F:18])([F:17])[C:7]([C:13]([F:16])([F:15])[F:14])([OH:12])[CH2:8][C:9]([CH3:11])=[CH2:10].[OH-:19].[Na+], predict the reaction product. The product is: [F:5][C:6]([F:17])([F:18])[C:7]([C:13]([F:14])([F:15])[F:16])([OH:12])[CH2:8][CH:9]([CH3:11])[CH2:10][OH:19]. (3) Given the reactants C([O:3][C:4]([C:6]1[C:14]2[C:9](=[CH:10][CH:11]=[CH:12][CH:13]=2)[NH:8][C:7]=1[NH2:15])=O)C.C[O-].[Na+].[CH:19]([NH2:21])=O, predict the reaction product. The product is: [N:15]1[C:7]2[NH:8][C:9]3[C:14]([C:6]=2[C:4](=[O:3])[NH:21][CH:19]=1)=[CH:13][CH:12]=[CH:11][CH:10]=3. (4) Given the reactants [N:1]1([C:10]([O:12][CH2:13][C:14]2[CH:19]=[CH:18][CH:17]=[CH:16][CH:15]=2)=[O:11])[CH2:6][CH2:5][CH2:4][CH:3]([C:7]([O-])=O)[CH2:2]1.Cl.[CH3:21]N(C)CCCN=C=NCC.[C:32](=[O:35])([O-])[O-].[NH2:36][C:37]([NH2:39])=[NH2+:38].NC(N)=[NH2+], predict the reaction product. The product is: [NH2:38][C:37]1[N:39]=[C:7]([CH:3]2[CH2:4][CH2:5][CH2:6][N:1]([C:10]([O:12][CH2:13][C:14]3[CH:19]=[CH:18][CH:17]=[CH:16][CH:15]=3)=[O:11])[CH2:2]2)[CH:21]=[C:32]([OH:35])[N:36]=1. (5) The product is: [Cl:8][C:6]1[CH:7]=[C:2]([N:23]2[CH2:24][CH2:25][C:20]([F:26])([F:19])[CH2:21][CH2:22]2)[N:3]=[CH:4][N:5]=1. Given the reactants Cl[C:2]1[CH:7]=[C:6]([Cl:8])[N:5]=[CH:4][N:3]=1.CCN(C(C)C)C(C)C.Cl.[F:19][C:20]1([F:26])[CH2:25][CH2:24][NH:23][CH2:22][CH2:21]1, predict the reaction product. (6) Given the reactants [C:1]([C:5]1[N:10]=[C:9]2[NH:11][N:12]=[CH:13][C:8]2=[C:7]([N:14]2[CH2:18][CH2:17][C:16]([F:20])([F:19])[CH2:15]2)[N:6]=1)([CH3:4])([CH3:3])[CH3:2].[Cl:21][C:22]1[CH:27]=[C:26]([F:28])[CH:25]=[CH:24][C:23]=1[CH2:29]Cl.C(=O)([O-])[O-].[K+].[K+], predict the reaction product. The product is: [C:1]([C:5]1[N:10]=[C:9]2[N:11]([CH2:29][C:23]3[CH:24]=[CH:25][C:26]([F:28])=[CH:27][C:22]=3[Cl:21])[N:12]=[CH:13][C:8]2=[C:7]([N:14]2[CH2:18][CH2:17][C:16]([F:19])([F:20])[CH2:15]2)[N:6]=1)([CH3:4])([CH3:2])[CH3:3]. (7) Given the reactants [I:1][CH2:2][C:3]([NH:5][CH2:6][CH2:7][CH2:8][CH2:9][CH2:10][CH2:11][CH2:12][CH2:13][CH2:14][CH2:15][CH2:16][C:17]([OH:19])=[O:18])=[O:4].[B-](F)(F)(F)F.CN(C(O[N:33]1[C:38](=[O:39])[CH2:37][CH2:36][C:34]1=[O:35])=[N+](C)C)C.CCN(C(C)C)C(C)C.Cl, predict the reaction product. The product is: [O:35]=[C:34]1[CH2:36][CH2:37][C:38](=[O:39])[N:33]1[O:18][C:17](=[O:19])[CH2:16][CH2:15][CH2:14][CH2:13][CH2:12][CH2:11][CH2:10][CH2:9][CH2:8][CH2:7][CH2:6][NH:5][C:3](=[O:4])[CH2:2][I:1]. (8) Given the reactants [NH2:1][C:2]1[C:11]2[N:10]=[CH:9][C:8]([CH2:12][CH2:13][C:14]3[CH:19]=[CH:18][C:17]([OH:20])=[CH:16][C:15]=3[CH3:21])=[CH:7][C:6]=2[C:5]2[CH:22]=[CH:23][C:24]([CH3:26])=[CH:25][C:4]=2[N:3]=1.Br[CH2:28][CH2:29][CH2:30][CH3:31], predict the reaction product. The product is: [CH2:28]([O:20][C:17]1[CH:18]=[CH:19][C:14]([CH2:13][CH2:12][C:8]2[CH:9]=[N:10][C:11]3[C:6]([CH:7]=2)=[C:5]2[CH:22]=[CH:23][C:24]([CH3:26])=[CH:25][C:4]2=[N:3][C:2]=3[NH2:1])=[C:15]([CH3:21])[CH:16]=1)[CH2:29][CH2:30][CH3:31].